Dataset: Forward reaction prediction with 1.9M reactions from USPTO patents (1976-2016). Task: Predict the product of the given reaction. (1) Given the reactants Br[C:2]1[CH:3]=[CH:4][C:5]2[O:11][CH2:10][CH2:9][N:8]3[C:12]([C:18]([NH:20][CH:21]4[CH2:26][CH2:25][O:24][CH2:23][CH2:22]4)=[O:19])=[C:13]([C:15]([NH2:17])=[O:16])[N:14]=[C:7]3[C:6]=2[CH:27]=1.[C:28]([C@:30]1([OH:37])[CH2:34][CH2:33][N:32]([CH3:35])[C:31]1=[O:36])#[CH:29], predict the reaction product. The product is: [OH:37][C@@:30]1([C:28]#[C:29][C:2]2[CH:3]=[CH:4][C:5]3[O:11][CH2:10][CH2:9][N:8]4[C:12]([C:18]([NH:20][CH:21]5[CH2:26][CH2:25][O:24][CH2:23][CH2:22]5)=[O:19])=[C:13]([C:15]([NH2:17])=[O:16])[N:14]=[C:7]4[C:6]=3[CH:27]=2)[CH2:34][CH2:33][N:32]([CH3:35])[C:31]1=[O:36]. (2) The product is: [NH2:44][C:45]1[N:46]=[CH:47][C:48]([C:32]2[CH:33]=[CH:34][C:29]([C:9]3[N:8]([C:5]4[CH:4]=[CH:3][C:2]([Cl:1])=[CH:7][CH:6]=4)[C:13](=[O:14])[C:12]4[CH:15]=[N:16][N:17]([C:18]5[CH:19]=[C:20]([NH:24][S:25]([CH3:28])(=[O:26])=[O:27])[CH:21]=[CH:22][CH:23]=5)[C:11]=4[N:10]=3)=[CH:30][CH:31]=2)=[CH:49][CH:50]=1. Given the reactants [Cl:1][C:2]1[CH:7]=[CH:6][C:5]([N:8]2[C:13](=[O:14])[C:12]3[CH:15]=[N:16][N:17]([C:18]4[CH:19]=[C:20]([NH:24][S:25]([CH3:28])(=[O:27])=[O:26])[CH:21]=[CH:22][CH:23]=4)[C:11]=3[N:10]=[C:9]2[C:29]2[CH:34]=[CH:33][C:32](B3OC(C)(C)C(C)(C)O3)=[CH:31][CH:30]=2)=[CH:4][CH:3]=1.[NH2:44][C:45]1[CH:50]=[CH:49][C:48](Br)=[CH:47][N:46]=1.C(=O)([O-])[O-].[Cs+].[Cs+], predict the reaction product.